This data is from Cav3 T-type calcium channel HTS with 100,875 compounds. The task is: Binary Classification. Given a drug SMILES string, predict its activity (active/inactive) in a high-throughput screening assay against a specified biological target. (1) The molecule is S(c1n(c(nn1)CNC(=O)c1occc1)c1ccc(F)cc1)CC(OCC)=O. The result is 0 (inactive). (2) The molecule is N(c1c2c3c(CCc3ccc2)cc1)c1ccccc1. The result is 0 (inactive). (3) The molecule is O(C(=O)c1c2[nH]cc(CN(CC)CC)c2ccc1)C. The result is 0 (inactive). (4) The molecule is Clc1cc(Nc2scc(n2)c2sc(NC(=O)CCCCCC)nc2C)c(cc1)C. The result is 0 (inactive).